This data is from Catalyst prediction with 721,799 reactions and 888 catalyst types from USPTO. The task is: Predict which catalyst facilitates the given reaction. (1) Reactant: [F:1][C:2]([F:43])([F:42])[C:3]1[CH:4]=[C:5]([C@@H:13]2[O:15][C@H:14]2[CH2:16][CH2:17][CH2:18][C@H:19]([NH:31]C(=O)OCC2C=CC=CC=2)[C:20]2[CH:25]=[C:24]([C:26]([F:29])([F:28])[F:27])[CH:23]=[CH:22][C:21]=2[Br:30])[CH:6]=[C:7]([C:9]([F:12])([F:11])[F:10])[CH:8]=1.C1CCN2C(=NCCC2)CC1. Product: [F:12][C:9]([F:11])([F:10])[C:7]1[CH:6]=[C:5]([C@H:13]([C@@H:14]2[CH2:16][CH2:17][CH2:18][C@@H:19]([C:20]3[CH:25]=[C:24]([C:26]([F:28])([F:29])[F:27])[CH:23]=[CH:22][C:21]=3[Br:30])[NH:31]2)[OH:15])[CH:4]=[C:3]([C:2]([F:42])([F:1])[F:43])[CH:8]=1. The catalyst class is: 3. (2) Reactant: [OH-].[Na+].[N:3]1([CH:9]2[CH2:14][CH2:13][N:12]([C:15](=[O:29])[CH2:16][CH2:17][C:18]3[N:19]([CH2:23][C:24]([O:26]CC)=[O:25])[CH:20]=[CH:21][N:22]=3)[CH2:11][CH2:10]2)[CH2:8][CH2:7][O:6][CH2:5][CH2:4]1.[ClH:30]. Product: [ClH:30].[N:3]1([CH:9]2[CH2:10][CH2:11][N:12]([C:15](=[O:29])[CH2:16][CH2:17][C:18]3[N:19]([CH2:23][C:24]([OH:26])=[O:25])[CH:20]=[CH:21][N:22]=3)[CH2:13][CH2:14]2)[CH2:8][CH2:7][O:6][CH2:5][CH2:4]1. The catalyst class is: 6. (3) Reactant: [F:1][C:2]1[CH:7]=[C:6]([F:8])[CH:5]=[CH:4][C:3]=1[C:9]1[N:10]([S:19]([C:22]2[CH:27]=[CH:26][CH:25]=[C:24]([F:28])[CH:23]=2)(=[O:21])=[O:20])[CH:11]=[C:12]2[CH:16]([NH:17][CH3:18])[CH2:15][CH2:14][C:13]=12.[C:37](O[C:37]([O:39][C:40]([CH3:43])([CH3:42])[CH3:41])=[O:38])([O:39][C:40]([CH3:43])([CH3:42])[CH3:41])=[O:38].O. Product: [F:1][C:2]1[CH:7]=[C:6]([F:8])[CH:5]=[CH:4][C:3]=1[C:9]1[N:10]([S:19]([C:22]2[CH:27]=[CH:26][CH:25]=[C:24]([F:28])[CH:23]=2)(=[O:21])=[O:20])[CH:11]=[C:12]2[CH:16]([N:17]([CH3:18])[C:37](=[O:38])[O:39][C:40]([CH3:41])([CH3:42])[CH3:43])[CH2:15][CH2:14][C:13]=12. The catalyst class is: 13. (4) Reactant: [O:1]=[C:2]([NH:12][S:13]([C:16]1[CH:21]=[CH:20][C:19]([O:22][CH2:23][CH2:24][CH2:25][CH2:26][CH3:27])=[CH:18][CH:17]=1)(=[O:15])=[O:14])[CH2:3][NH:4]C(=O)OCCCC.[ClH:28]. Product: [ClH:28].[NH2:4][CH2:3][C:2]([NH:12][S:13]([C:16]1[CH:21]=[CH:20][C:19]([O:22][CH2:23][CH2:24][CH2:25][CH2:26][CH3:27])=[CH:18][CH:17]=1)(=[O:15])=[O:14])=[O:1]. The catalyst class is: 5. (5) Reactant: [CH3:1][CH:2]([N:4]1[CH2:9][CH2:8][CH:7]([CH2:10][N:11]2[C:19]3[C:14](=[CH:15][CH:16]=[CH:17][CH:18]=3)[C:13]3([CH2:23][O:22][C:21]4[CH:24]=[C:25]5[C:29](=[CH:30][C:20]3=4)[CH2:28][CH2:27][O:26]5)[C:12]2=[O:31])[CH2:6][CH2:5]1)[CH3:3].[ClH:32].O1CCOCC1. Product: [ClH:32].[CH3:3][CH:2]([N:4]1[CH2:9][CH2:8][CH:7]([CH2:10][N:11]2[C:19]3[C:14](=[CH:15][CH:16]=[CH:17][CH:18]=3)[C:13]3([CH2:23][O:22][C:21]4[CH:24]=[C:25]5[C:29](=[CH:30][C:20]3=4)[CH2:28][CH2:27][O:26]5)[C:12]2=[O:31])[CH2:6][CH2:5]1)[CH3:1]. The catalyst class is: 5. (6) Reactant: [CH2:1]([O:8][C:9](=[O:33])[C@@H:10]([NH:25][C:26]([O:28][C:29]([CH3:32])([CH3:31])[CH3:30])=[O:27])[CH2:11][CH2:12][C:13](=O)[NH:14][C:15]1[CH:20]=[C:19]([CH3:21])[C:18]([CH3:22])=[CH:17][C:16]=1[NH2:23])[C:2]1[CH:7]=[CH:6][CH:5]=[CH:4][CH:3]=1.[F:34][C:35]1[CH:36]=[C:37]([CH:40]=[CH:41][C:42]=1[F:43])[CH:38]=O.C(O[BH-](OC(=O)C)OC(=O)C)(=O)C.[Na+].C(Cl)(Cl)Cl. Product: [CH2:1]([O:8][C:9](=[O:33])[C@@H:10]([NH:25][C:26]([O:28][C:29]([CH3:32])([CH3:31])[CH3:30])=[O:27])[CH2:11][CH2:12][C:13]1[N:23]([CH2:38][C:37]2[CH:40]=[CH:41][C:42]([F:43])=[C:35]([F:34])[CH:36]=2)[C:16]2[CH:17]=[C:18]([CH3:22])[C:19]([CH3:21])=[CH:20][C:15]=2[N:14]=1)[C:2]1[CH:7]=[CH:6][CH:5]=[CH:4][CH:3]=1. The catalyst class is: 68.